From a dataset of Catalyst prediction with 721,799 reactions and 888 catalyst types from USPTO. Predict which catalyst facilitates the given reaction. (1) Reactant: C([O:5][C:6]([C:8]1[CH:13]=[C:12]([CH3:14])[C:11](/[CH:15]=[CH:16]/[CH:17]2[CH2:22][CH2:21][N:20]([C:23]([O:25][C:26]([CH3:29])([CH3:28])[CH3:27])=[O:24])[CH2:19][CH2:18]2)=[C:10]([CH3:30])[CH:9]=1)=[O:7])CCC.O1CCCC1. Product: [C:26]([O:25][C:23]([N:20]1[CH2:19][CH2:18][CH:17](/[CH:16]=[CH:15]/[C:11]2[C:10]([CH3:30])=[CH:9][C:8]([C:6]([OH:7])=[O:5])=[CH:13][C:12]=2[CH3:14])[CH2:22][CH2:21]1)=[O:24])([CH3:29])([CH3:28])[CH3:27]. The catalyst class is: 494. (2) Reactant: [F:1][C:2]1[C:3](F)=[C:4]2[O:9][CH2:8][C@H:7]([CH3:10])[N:6]3[CH:11]=[C:12]([C:17]([OH:19])=[O:18])[C:13](=[O:16])[C:14]([CH:15]=1)=[C:5]23.CS(C)=[O:23].[CH3:25][N:26]1[CH2:31][CH2:30][NH:29][CH2:28][CH2:27]1.C(O)(C)C. Product: [CH3:10][C@@H:7]1[N:6]2[CH:11]=[C:12]([C:17]([OH:19])=[O:18])[C:13]([C:14]3=[CH:15][C:2]([F:1])=[C:3]([N:29]4[CH2:30][CH2:31][N:26]([CH3:25])[CH2:27][CH2:28]4)[C:4](=[C:5]23)[O:9][CH2:8]1)=[O:16].[CH3:10][C@@H:7]1[N:6]2[CH:11]=[C:12]([C:17]([OH:19])=[O:18])[C:13]([C:14]3=[CH:15][C:2]([F:1])=[C:3]([N:29]4[CH2:30][CH2:31][N:26]([CH3:25])[CH2:27][CH2:28]4)[C:4](=[C:5]23)[O:9][CH2:8]1)=[O:16].[OH2:23]. The catalyst class is: 6. (3) The catalyst class is: 1. Reactant: Cl[C:2]([C:4]1[CH:5]=[C:6]2[C:11](=[CH:12][CH:13]=1)[C:9](=[O:10])[O:8][CH2:7]2)=[O:3].[CH3:14][NH:15][CH3:16]. Product: [CH3:14][N:15]([CH3:16])[C:2]([C:4]1[CH:5]=[C:6]2[C:11](=[CH:12][CH:13]=1)[C:9](=[O:10])[O:8][CH2:7]2)=[O:3]. (4) Reactant: [CH3:1][C:2]1([CH3:18])[CH2:7][C:6]([CH3:9])([OH:8])[CH:5]([OH:10])[CH:4]2[C:11]([CH3:17])([CH3:16])[CH:12]3[CH2:15][C:3]12[CH2:14][CH2:13]3.[CH:19](=O)[CH2:20][CH3:21].[Br-].[Li+].C1(C)C=CC(S(O)(=O)=O)=CC=1.C(=O)(O)[O-].[Na+]. Product: [CH2:20]([CH:21]1[O:10][CH:5]2[C:6]([CH3:9])([CH2:7][C:2]([CH3:18])([CH3:1])[C:3]34[CH2:15][CH:12]([CH2:13][CH2:14]3)[C:11]([CH3:17])([CH3:16])[CH:4]42)[O:8]1)[CH3:19]. The catalyst class is: 1. (5) Reactant: [Cl:1][C:2]1[CH:3]=[C:4]([CH2:9][C:10]#[N:11])[CH:5]=[C:6]([Cl:8])[CH:7]=1.Cl.[OH-].[Na+]. Product: [Cl:1][C:2]1[CH:3]=[C:4]([CH2:9][CH2:10][NH2:11])[CH:5]=[C:6]([Cl:8])[CH:7]=1. The catalyst class is: 165. (6) Reactant: [C:1]([C:5]1[CH:15]=[C:14]([S:16](/[CH:19]=[CH:20]/[C:21]#[N:22])(=[O:18])=[O:17])[CH:13]=[CH:12][C:6]=1[O:7][CH2:8][C:9]([OH:11])=O)([CH3:4])([CH3:3])[CH3:2].Cl.CN(C)CCCN=C=NCC.ON1C2C=CC=CC=2N=N1.[NH2:45][C:46]1[CH:51]=[C:50]([CH3:52])[CH:49]=[CH:48][C:47]=1[OH:53]. Product: [C:1]([C:5]1[CH:15]=[C:14]([S:16](/[CH:19]=[CH:20]/[C:21]#[N:22])(=[O:18])=[O:17])[CH:13]=[CH:12][C:6]=1[O:7][CH2:8][C:9]([NH:45][C:46]1[CH:51]=[C:50]([CH3:52])[CH:49]=[CH:48][C:47]=1[OH:53])=[O:11])([CH3:3])([CH3:4])[CH3:2]. The catalyst class is: 115. (7) Reactant: [CH3:1][O:2][C:3]1[CH:4]=[CH:5][C:6]([N+:14]([O-])=O)=[C:7]([CH:13]=1)[O:8][CH2:9][C@H:10]1[CH2:12][O:11]1.C(N(C(C)C)C(C)C)C.[C:26](OC(=O)C)(=[O:28])[CH3:27]. Product: [CH3:1][O:2][C:3]1[CH:4]=[CH:5][C:6]([NH:14][C:26](=[O:28])[CH3:27])=[C:7]([O:8][CH2:9][C@H:10]2[CH2:12][O:11]2)[CH:13]=1.[OH:11][CH:10]([CH3:12])[CH2:9][O:8][C:7]1[CH:13]=[C:3]([O:2][CH3:1])[CH:4]=[CH:5][C:6]=1[NH:14][C:26](=[O:28])[CH3:27]. The catalyst class is: 78.